Dataset: Catalyst prediction with 721,799 reactions and 888 catalyst types from USPTO. Task: Predict which catalyst facilitates the given reaction. Reactant: [CH3:1][C:2]([CH3:59])([CH3:58])[C@H:3]([N:44]1[CH2:48][CH2:47][N:46]([CH2:49][C:50]2[CH:55]=[CH:54][CH:53]=[C:52]([CH3:56])[N:51]=2)[C:45]1=[O:57])[C:4]([NH:6][C@@H:7]([CH2:37][C:38]1[CH:43]=[CH:42][CH:41]=[CH:40][CH:39]=1)[C@@H:8]([OH:36])[CH2:9][CH:10]([NH:25]C(=O)OCC1C=CC=CC=1)[CH2:11][C:12]1[CH:17]=[CH:16][C:15]([C:18]2[CH:23]=[CH:22][C:21]([CH3:24])=[CH:20][N:19]=2)=[CH:14][CH:13]=1)=[O:5].Cl. Product: [NH2:25][CH:10]([CH2:11][C:12]1[CH:17]=[CH:16][C:15]([C:18]2[CH:23]=[CH:22][C:21]([CH3:24])=[CH:20][N:19]=2)=[CH:14][CH:13]=1)[CH2:9][C@H:8]([OH:36])[C@@H:7]([NH:6][C:4](=[O:5])[C@@H:3]([N:44]1[CH2:48][CH2:47][N:46]([CH2:49][C:50]2[CH:55]=[CH:54][CH:53]=[C:52]([CH3:56])[N:51]=2)[C:45]1=[O:57])[C:2]([CH3:1])([CH3:58])[CH3:59])[CH2:37][C:38]1[CH:39]=[CH:40][CH:41]=[CH:42][CH:43]=1. The catalyst class is: 105.